From a dataset of Full USPTO retrosynthesis dataset with 1.9M reactions from patents (1976-2016). Predict the reactants needed to synthesize the given product. (1) Given the product [F:1][C:2]1[CH:3]=[C:4]2[C:8](=[CH:9][CH:10]=1)[NH:7][CH:6]=[C:5]2[CH:11]=[N:14][OH:15], predict the reactants needed to synthesize it. The reactants are: [F:1][C:2]1[CH:3]=[C:4]2[C:8](=[CH:9][CH:10]=1)[NH:7][CH:6]=[C:5]2[CH:11]=O.Cl.[NH2:14][OH:15]. (2) Given the product [CH3:18][O:17][C:14]1[CH:15]=[CH:16][C:11]([CH2:10][C:6]([CH3:9])([CH:7]=[CH2:8])[CH2:5][C:4]([OH:21])=[O:3])=[CH:12][CH:13]=1, predict the reactants needed to synthesize it. The reactants are: C([O:3][C:4](=[O:21])[CH:5](C#N)[C:6]([CH2:10][C:11]1[CH:16]=[CH:15][C:14]([O:17][CH3:18])=[CH:13][CH:12]=1)([CH3:9])[CH:7]=[CH2:8])C.[OH-].[K+].Cl.O. (3) Given the product [C:6]([C:5]1[C:14]([C:31]2[CH:32]=[CH:33][C:34]([O:36][CH3:37])=[CH:35][C:30]=2[NH:29][C:27](=[O:28])[C:26]([CH3:42])([CH3:41])[CH3:25])=[C:15]([CH2:16][CH2:17][C:18]2[CH:23]=[CH:22][CH:21]=[CH:20][CH:19]=2)[N:3]([CH2:1][CH3:2])[N:4]=1)#[N:7], predict the reactants needed to synthesize it. The reactants are: [CH2:1]([N:3]1[C:15]([CH2:16][CH2:17][C:18]2[CH:23]=[CH:22][CH:21]=[CH:20][CH:19]=2)=[C:14]2[C:5]([C:6](N)=[N:7]C3C=CC=CC=32)=[N:4]1)[CH3:2].[CH3:25][C:26]([CH3:42])([CH3:41])[C:27]([NH:29][C:30]1[CH:35]=[C:34]([O:36][CH3:37])[CH:33]=[CH:32][C:31]=1B(O)O)=[O:28].